From a dataset of Reaction yield outcomes from USPTO patents with 853,638 reactions. Predict the reaction yield, written as a fraction of the theoretical maximum amount of product (1.0 means a 100% yield; for example, 0.34 means a 34% yield). (1) The reactants are [F:1][C:2]1[CH:23]=[CH:22][C:5]([CH2:6][N:7]([CH3:21])[C:8]([C:10]2[CH:11]=[N:12][C:13]3[C:18]([CH:19]=2)=[CH:17][CH:16]=[CH:15][C:14]=3[NH2:20])=[O:9])=[CH:4][CH:3]=1.C([O:26][CH:27]=[C:28]([C:34](OCC)=O)[C:29]([O:31][CH2:32][CH3:33])=[O:30])C. No catalyst specified. The product is [CH2:32]([O:31][C:29]([CH:28]1[C:27](=[O:26])[C:15]2[C:14](=[C:13]3[C:18](=[CH:17][CH:16]=2)[CH:19]=[C:10]([C:8](=[O:9])[N:7]([CH2:6][C:5]2[CH:22]=[CH:23][C:2]([F:1])=[CH:3][CH:4]=2)[CH3:21])[CH:11]=[N:12]3)[N:20]=[CH:34]1)=[O:30])[CH3:33]. The yield is 0.640. (2) The reactants are [Br:1][C:2]1[CH:3]=[CH:4][C:5]([O:20][CH3:21])=[C:6]([C:8]([CH3:19])([CH3:18])[CH2:9][C:10]([OH:17])([C:13]([F:16])([F:15])[F:14])[CH:11]=O)[CH:7]=1.[NH2:22][C:23]1[CH:31]=[CH:30][CH:29]=[C:28]2[C:24]=1[CH:25]=[N:26][NH:27]2.C1(C)C=CC=CC=1. The catalyst is C(O)(=O)C. The product is [F:14][C:13]([F:15])([F:16])[C:10]([CH:11]=[N:22][C:23]1[CH:31]=[CH:30][CH:29]=[C:28]2[C:24]=1[CH:25]=[N:26][NH:27]2)([OH:17])[CH2:9][C:8]([C:6]1[CH:7]=[C:2]([Br:1])[CH:3]=[CH:4][C:5]=1[O:20][CH3:21])([CH3:18])[CH3:19]. The yield is 0.895. (3) The reactants are [CH2:1]([O:3][C:4]([C:6]1[NH:7][C:8]([CH2:24][CH2:25][CH2:26][O:27]CC2C=CC=CC=2)=[C:9]([C:18]2[CH:23]=[CH:22][N:21]=[CH:20][CH:19]=2)[C:10]=1[C:11]1[CH:16]=[CH:15][C:14]([F:17])=[CH:13][CH:12]=1)=[O:5])[CH3:2].Cl.[H][H].[CH2:38](O)C. The catalyst is [Pd]. The product is [CH2:1]([O:3][C:4]([C:6]1[N:7]([CH3:38])[C:8]([CH2:24][CH2:25][CH2:26][OH:27])=[C:9]([C:18]2[CH:23]=[CH:22][N:21]=[CH:20][CH:19]=2)[C:10]=1[C:11]1[CH:12]=[CH:13][C:14]([F:17])=[CH:15][CH:16]=1)=[O:5])[CH3:2]. The yield is 0.600. (4) The reactants are [Cl:1][CH2:2][CH:3]1[C:11]2[C:10]3[CH:12]=[CH:13][CH:14]=[CH:15][C:9]=3[C:8]([N+:16]([O-:18])=[O:17])=[CH:7][C:6]=2[N:5](C(OC(C)(C)C)=O)[CH2:4]1.Cl. The catalyst is O1CCOCC1. The product is [Cl:1][CH2:2][CH:3]1[C:11]2[C:10]3[CH:12]=[CH:13][CH:14]=[CH:15][C:9]=3[C:8]([N+:16]([O-:18])=[O:17])=[CH:7][C:6]=2[NH:5][CH2:4]1. The yield is 0.860. (5) The reactants are [C:1]([C:3]1[CH:4]=[C:5]([CH:9]([C:16]2[CH:28]=[CH:27][C:19]([C:20]([N:22]([CH2:25][CH3:26])[CH2:23][CH3:24])=[O:21])=[CH:18][CH:17]=2)[N:10]2[CH2:15][CH2:14][NH:13][CH2:12][CH2:11]2)[CH:6]=[CH:7][CH:8]=1)#[N:2].[O:29]1[CH:33]=[CH:32][CH:31]=[C:30]1[CH:34]=O.C(O[BH-](OC(=O)C)OC(=O)C)(=O)C.[Na+]. The catalyst is ClCCCl.ClCCl. The product is [CH2:25]([N:22]([CH2:23][CH3:24])[C:20]([C:19]1[CH:27]=[CH:28][C:16]([CH:9]([N:10]2[CH2:11][CH2:12][N:13]([CH2:34][C:30]3[O:29][CH:33]=[CH:32][CH:31]=3)[CH2:14][CH2:15]2)[C:5]2[CH:4]=[C:3]([CH:8]=[CH:7][CH:6]=2)[C:1]#[N:2])=[CH:17][CH:18]=1)=[O:21])[CH3:26]. The yield is 0.530. (6) The reactants are Br[C:2]1[C:3]([CH3:12])=[CH:4][C:5]2[C:9]([CH:10]=1)=[N:8][N:7]([CH3:11])[CH:6]=2.[B:13]1([B:13]2[O:17][C:16]([CH3:19])([CH3:18])[C:15]([CH3:21])([CH3:20])[O:14]2)[O:17][C:16]([CH3:19])([CH3:18])[C:15]([CH3:21])([CH3:20])[O:14]1.C([O-])(=O)C.[K+].CC(=O)OCC.[Cl-].[Na+].O. The catalyst is O1CCOCC1. The product is [CH3:11][N:7]1[CH:6]=[C:5]2[C:9]([CH:10]=[C:2]([B:13]3[O:17][C:16]([CH3:19])([CH3:18])[C:15]([CH3:21])([CH3:20])[O:14]3)[C:3]([CH3:12])=[CH:4]2)=[N:8]1. The yield is 0.979.